Dataset: Reaction yield outcomes from USPTO patents with 853,638 reactions. Task: Predict the reaction yield, written as a fraction of the theoretical maximum amount of product (1.0 means a 100% yield; for example, 0.34 means a 34% yield). (1) The reactants are [Cl:1][C:2]1[CH:7]=[C:6]([N:8]([CH3:10])[CH3:9])[CH:5]=[CH:4][C:3]=1[OH:11].[NH:12]1[CH2:16][CH2:15][CH2:14][CH2:13]1.[CH2:17]=O. The catalyst is C(O)C.O. The product is [Cl:1][C:2]1[CH:7]=[C:6]([N:8]([CH3:9])[CH3:10])[CH:5]=[C:4]([CH2:17][N:12]2[CH2:16][CH2:15][CH2:14][CH2:13]2)[C:3]=1[OH:11]. The yield is 0.210. (2) The reactants are C[O:2][C:3]([C:5]1[CH:6]=[C:7]2[C:12](=[C:13]([F:24])[C:14]=1[NH:15][C:16]1[CH:21]=[CH:20][C:19]([Br:22])=[CH:18][C:17]=1[Cl:23])[N:11]=[CH:10][N:9]=[C:8]2[CH3:25])=[O:4].[Li+].[OH-].Cl. The catalyst is C1COCC1.O.O. The product is [Br:22][C:19]1[CH:20]=[CH:21][C:16]([NH:15][C:14]2[C:13]([F:24])=[C:12]3[C:7]([C:8]([CH3:25])=[N:9][CH:10]=[N:11]3)=[CH:6][C:5]=2[C:3]([OH:4])=[O:2])=[C:17]([Cl:23])[CH:18]=1. The yield is 0.730. (3) The reactants are [CH2:1]([S:3]([N:6]1[CH2:11][CH2:10][CH:9]([C:12]2[C:20]3[C:15](=[C:16]([C:29]([NH2:31])=[O:30])[CH:17]=[C:18]([C:21]4[CH:26]=[CH:25][CH:24]=[C:23]([CH:27]=O)[CH:22]=4)[CH:19]=3)[NH:14][CH:13]=2)[CH2:8][CH2:7]1)(=[O:5])=[O:4])[CH3:2].[CH:32]1([NH2:36])[CH2:35][CH2:34][CH2:33]1.[BH-](OC(C)=O)(OC(C)=O)OC(C)=O.[Na+]. No catalyst specified. The product is [CH:32]1([NH:36][CH2:27][C:23]2[CH:22]=[C:21]([C:18]3[CH:19]=[C:20]4[C:15](=[C:16]([C:29]([NH2:31])=[O:30])[CH:17]=3)[NH:14][CH:13]=[C:12]4[CH:9]3[CH2:8][CH2:7][N:6]([S:3]([CH2:1][CH3:2])(=[O:4])=[O:5])[CH2:11][CH2:10]3)[CH:26]=[CH:25][CH:24]=2)[CH2:35][CH2:34][CH2:33]1. The yield is 0.350. (4) The yield is 0.400. The reactants are [Cl:1][C:2]1[CH:7]=[CH:6][CH:5]=[C:4]([Cl:8])[C:3]=1[NH:9][C:10]1[N:11]([CH3:27])[C:12]2[C:21]3[C:20](=[O:22])[NH:19][C:18]([CH:23]=[O:24])=[C:17]([CH3:25])[C:16]=3[CH:15]=[CH:14][C:13]=2[N:26]=1.[CH:28]([Mg]Br)=[CH2:29].[Cl-].[NH4+]. The product is [Cl:8][C:4]1[CH:5]=[CH:6][CH:7]=[C:2]([Cl:1])[C:3]=1[NH:9][C:10]1[N:11]([CH3:27])[C:12]2[C:21]3[C:20](=[O:22])[NH:19][C:18]([CH:23]([OH:24])[CH:28]=[CH2:29])=[C:17]([CH3:25])[C:16]=3[CH:15]=[CH:14][C:13]=2[N:26]=1. The catalyst is C1COCC1. (5) The reactants are C([O:4][C@H:5]1[CH2:22][CH2:21][C@@:20]2([CH3:23])[C@@H:7]([CH2:8][CH2:9][C@:10]3([CH3:39])[C@@H:19]2[CH2:18][CH2:17][C@H:16]2[C@@:11]3([CH3:38])[CH2:12][CH2:13][C@@:14]3(/[CH:31]=[CH:32]/[C:33]([O:35]CC)=[O:34])[CH2:26][C:25](=[O:27])[C:24]([CH:28]([CH3:30])[CH3:29])=[C:15]32)[C:6]1([CH3:41])[CH3:40])(=O)C.[OH-].[Na+]. The catalyst is O1CCCC1.CO.O. The product is [OH:4][C@H:5]1[CH2:22][CH2:21][C@@:20]2([CH3:23])[C@@H:7]([CH2:8][CH2:9][C@:10]3([CH3:39])[C@@H:19]2[CH2:18][CH2:17][C@H:16]2[C@@:11]3([CH3:38])[CH2:12][CH2:13][C@@:14]3(/[CH:31]=[CH:32]/[C:33]([OH:35])=[O:34])[CH2:26][C:25](=[O:27])[C:24]([CH:28]([CH3:30])[CH3:29])=[C:15]32)[C:6]1([CH3:41])[CH3:40]. The yield is 0.713.